This data is from Peptide-MHC class II binding affinity with 134,281 pairs from IEDB. The task is: Regression. Given a peptide amino acid sequence and an MHC pseudo amino acid sequence, predict their binding affinity value. This is MHC class II binding data. (1) The peptide sequence is PRSPTVFYNIPPMPLPPSQL. The MHC is DRB5_0101 with pseudo-sequence DRB5_0101. The binding affinity (normalized) is 0.648. (2) The peptide sequence is TKFKYLAGDYLSLAD. The MHC is DRB5_0101 with pseudo-sequence DRB5_0101. The binding affinity (normalized) is 0.592. (3) The peptide sequence is PRSLFPEFSELFAAF. The MHC is DRB1_0901 with pseudo-sequence DRB1_0901. The binding affinity (normalized) is 0.427. (4) The peptide sequence is ASRELERFAVNPGLL. The MHC is DRB1_0701 with pseudo-sequence DRB1_0701. The binding affinity (normalized) is 0.516. (5) The peptide sequence is AELMILIATNLLGQN. The MHC is HLA-DPA10201-DPB11401 with pseudo-sequence HLA-DPA10201-DPB11401. The binding affinity (normalized) is 0. (6) The peptide sequence is YVDRFFKTLRAEQASQDV. The MHC is DRB4_0101 with pseudo-sequence DRB4_0103. The binding affinity (normalized) is 0.343.